Predict which catalyst facilitates the given reaction. From a dataset of Catalyst prediction with 721,799 reactions and 888 catalyst types from USPTO. Reactant: C1C=CC(P(C2C=CC=CC=2)C2C=CC=CC=2)=CC=1.[NH2:20][C:21]1[CH:30]=[CH:29][C:28]2[C:23](=[C:24]([OH:31])[CH:25]=[CH:26][CH:27]=2)[N:22]=1.[CH:32]1[CH:37]=[CH:36][C:35]([CH2:38]OC(/N=N/C(O[CH2:38][C:35]2[CH:36]=[CH:37][CH:32]=[CH:33][CH:34]=2)=O)=O)=[CH:34][CH:33]=1.CCC(O)CCCC. Product: [CH2:37]([CH:32]([O:31][C:24]1[CH:25]=[CH:26][CH:27]=[C:28]2[C:23]=1[N:22]=[C:21]([NH2:20])[CH:30]=[CH:29]2)[CH2:33][CH2:34][CH2:35][CH3:38])[CH3:36]. The catalyst class is: 1.